Dataset: Peptide-MHC class I binding affinity with 185,985 pairs from IEDB/IMGT. Task: Regression. Given a peptide amino acid sequence and an MHC pseudo amino acid sequence, predict their binding affinity value. This is MHC class I binding data. (1) The peptide sequence is LLGMWGIAAI. The MHC is HLA-A02:06 with pseudo-sequence HLA-A02:06. The binding affinity (normalized) is 0.791. (2) The peptide sequence is DINITHTNI. The MHC is HLA-A02:03 with pseudo-sequence HLA-A02:03. The binding affinity (normalized) is 0.215. (3) The peptide sequence is RGETYGRLL. The MHC is Mamu-B08 with pseudo-sequence Mamu-B08. The binding affinity (normalized) is 0.344. (4) The peptide sequence is AVFLSYIGY. The MHC is HLA-A02:01 with pseudo-sequence HLA-A02:01. The binding affinity (normalized) is 0.0847. (5) The peptide sequence is FTASLFLHL. The MHC is HLA-A02:02 with pseudo-sequence HLA-A02:02. The binding affinity (normalized) is 0.854. (6) The peptide sequence is RASHFRKLF. The MHC is HLA-A68:02 with pseudo-sequence HLA-A68:02. The binding affinity (normalized) is 0.0847.